Dataset: Full USPTO retrosynthesis dataset with 1.9M reactions from patents (1976-2016). Task: Predict the reactants needed to synthesize the given product. Given the product [ClH:24].[F:23][C:18]1[CH:19]=[CH:20][CH:21]=[CH:22][C:17]=1[S:14]([N:11]1[CH2:12][CH2:13][NH:8][CH2:9][CH2:10]1)(=[O:15])=[O:16], predict the reactants needed to synthesize it. The reactants are: C(OC([N:8]1[CH2:13][CH2:12][N:11]([S:14]([C:17]2[CH:22]=[CH:21][CH:20]=[CH:19][C:18]=2[F:23])(=[O:16])=[O:15])[CH2:10][CH2:9]1)=O)(C)(C)C.[ClH:24].